Dataset: NCI-60 drug combinations with 297,098 pairs across 59 cell lines. Task: Regression. Given two drug SMILES strings and cell line genomic features, predict the synergy score measuring deviation from expected non-interaction effect. (1) Drug 1: CCN(CC)CCCC(C)NC1=C2C=C(C=CC2=NC3=C1C=CC(=C3)Cl)OC. Drug 2: N.N.Cl[Pt+2]Cl. Cell line: CCRF-CEM. Synergy scores: CSS=70.4, Synergy_ZIP=-0.134, Synergy_Bliss=-0.309, Synergy_Loewe=0.797, Synergy_HSA=4.07. (2) Drug 1: C1CN1P(=S)(N2CC2)N3CC3. Drug 2: CN1C(=O)N2C=NC(=C2N=N1)C(=O)N. Cell line: SR. Synergy scores: CSS=40.6, Synergy_ZIP=-2.42, Synergy_Bliss=-4.77, Synergy_Loewe=-18.6, Synergy_HSA=-3.14.